This data is from CYP2C19 inhibition data for predicting drug metabolism from PubChem BioAssay. The task is: Regression/Classification. Given a drug SMILES string, predict its absorption, distribution, metabolism, or excretion properties. Task type varies by dataset: regression for continuous measurements (e.g., permeability, clearance, half-life) or binary classification for categorical outcomes (e.g., BBB penetration, CYP inhibition). Dataset: cyp2c19_veith. (1) The drug is C#CCCCO/N=C1\[C@@H]2CCn3c(=O)n(C)c(=O)n3[C@H]2[C@H](O)[C@H]2O[C@H]12. The result is 0 (non-inhibitor). (2) The drug is C/C(=N\OC(=O)NC(C)C)c1sc(-c2ccccc2)nc1C. The result is 1 (inhibitor).